This data is from hERG Central: cardiac toxicity at 1µM, 10µM, and general inhibition. The task is: Predict hERG channel inhibition at various concentrations. (1) The molecule is O=C(Nc1ccc(OC(F)F)cc1)c1cc(S(=O)(=O)N2CCCCC2)ccc1N1CCOCC1. Results: hERG_inhib (hERG inhibition (general)): blocker. (2) The compound is Cc1ccc2cc(CNCCc3ccccc3C)c(=O)[nH]c2c1. Results: hERG_inhib (hERG inhibition (general)): blocker. (3) The compound is Cc1ccc(CN(C)CC(O)COc2ccc3ccccc3c2)cc1.O=C(O)C(=O)O. Results: hERG_inhib (hERG inhibition (general)): blocker. (4) The compound is CCOc1ccc(NC(=O)CN2CCN(Cc3c(F)cccc3F)CC2)cc1. Results: hERG_inhib (hERG inhibition (general)): blocker.